From a dataset of Full USPTO retrosynthesis dataset with 1.9M reactions from patents (1976-2016). Predict the reactants needed to synthesize the given product. (1) Given the product [C:27]([C:24]1[CH:23]=[C:19]([CH:18]=[C:17]([C:13]([CH3:16])([CH3:15])[CH3:14])[C:25]=1[OH:26])[C:20]([NH:1][C:2]1[CH:3]=[CH:4][C:5]([C:6]([O:8][CH2:9][CH3:10])=[O:7])=[CH:11][CH:12]=1)=[O:21])([CH3:30])([CH3:29])[CH3:28], predict the reactants needed to synthesize it. The reactants are: [NH2:1][C:2]1[CH:12]=[CH:11][C:5]([C:6]([O:8][CH2:9][CH3:10])=[O:7])=[CH:4][CH:3]=1.[C:13]([C:17]1[CH:18]=[C:19]([CH:23]=[C:24]([C:27]([CH3:30])([CH3:29])[CH3:28])[C:25]=1[OH:26])[C:20](O)=[O:21])([CH3:16])([CH3:15])[CH3:14].CN(C(ON1N=NC2C=CC=CC1=2)=[N+](C)C)C.[B-](F)(F)(F)F.CCN(C(C)C)C(C)C.C(=O)([O-])[O-].[Na+].[Na+]. (2) Given the product [Br:3][C:4]1[CH:5]=[CH:6][C:7]([CH2:10][C@@H:11]([C:13]([O:15][CH3:16])=[O:14])[NH:12][C:27](=[O:28])[C:26]2[C:25]([Cl:24])=[CH:33][CH:32]=[CH:31][C:30]=2[Cl:34])=[N:8][CH:9]=1, predict the reactants needed to synthesize it. The reactants are: Cl.Cl.[Br:3][C:4]1[CH:5]=[CH:6][C:7]([CH2:10][C@@H:11]([C:13]([O:15][CH3:16])=[O:14])[NH2:12])=[N:8][CH:9]=1.C(N(CC)CC)C.[Cl:24][C:25]1[CH:33]=[CH:32][CH:31]=[C:30]([Cl:34])[C:26]=1[C:27](Cl)=[O:28].